Dataset: Forward reaction prediction with 1.9M reactions from USPTO patents (1976-2016). Task: Predict the product of the given reaction. Given the reactants [CH3:1][O:2][C:3]1[CH:4]=[C:5]([CH2:20][C:21]([OH:23])=O)[CH:6]=[CH:7][C:8]=1[NH:9][C:10]([NH:12][C:13]1[CH:18]=[CH:17][CH:16]=[CH:15][C:14]=1[CH3:19])=[O:11].[NH:24]1[CH2:28][CH2:27][CH2:26][C@H:25]1[CH2:29][O:30][C:31]1[CH:40]=[CH:39][C:34]([C:35]([O:37][CH3:38])=[O:36])=[CH:33][CH:32]=1.C(Cl)CCl.C1C=CC2N(O)N=NC=2C=1, predict the reaction product. The product is: [CH3:1][O:2][C:3]1[CH:4]=[C:5]([CH2:20][C:21]([N:24]2[CH2:28][CH2:27][CH2:26][C@H:25]2[CH2:29][O:30][C:31]2[CH:40]=[CH:39][C:34]([C:35]([O:37][CH3:38])=[O:36])=[CH:33][CH:32]=2)=[O:23])[CH:6]=[CH:7][C:8]=1[NH:9][C:10]([NH:12][C:13]1[CH:18]=[CH:17][CH:16]=[CH:15][C:14]=1[CH3:19])=[O:11].